From a dataset of Reaction yield outcomes from USPTO patents with 853,638 reactions. Predict the reaction yield, written as a fraction of the theoretical maximum amount of product (1.0 means a 100% yield; for example, 0.34 means a 34% yield). (1) The product is [NH2:1][S:2]([C:5]1[CH:6]=[CH:7][C:8]([C:9]([O:11][CH3:18])=[O:10])=[CH:12][CH:13]=1)(=[O:3])=[O:4]. No catalyst specified. The yield is 0.750. The reactants are [NH2:1][S:2]([C:5]1[CH:13]=[CH:12][C:8]([C:9]([OH:11])=[O:10])=[CH:7][CH:6]=1)(=[O:4])=[O:3].S(Cl)(Cl)=O.[CH3:18]O. (2) The reactants are [NH2:1][C:2]1[C:3]([O:13][CH3:14])=[C:4]([CH:9]=[C:10]([Cl:12])[CH:11]=1)[C:5]([O:7][CH3:8])=[O:6].[O:15]1[CH2:20][CH2:19][C:18](=O)[CH2:17][CH2:16]1.C(O)(=O)C.C(O[BH-](OC(=O)C)OC(=O)C)(=O)C.[Na+].C([O-])(O)=O.[Na+]. The catalyst is ClCCCl.O. The product is [Cl:12][C:10]1[CH:11]=[C:2]([NH:1][CH:18]2[CH2:19][CH2:20][O:15][CH2:16][CH2:17]2)[C:3]([O:13][CH3:14])=[C:4]([CH:9]=1)[C:5]([O:7][CH3:8])=[O:6]. The yield is 0.720. (3) The reactants are [CH3:1][N:2]([C@@H:12]([C:19]1[CH:24]=[CH:23][CH:22]=[C:21]([N+:25]([O-])=O)[CH:20]=1)[CH2:13][N:14]1[CH2:18][CH2:17][CH2:16][CH2:15]1)[C:3](=[O:11])[CH2:4][C:5]1[CH:10]=[CH:9][CH:8]=[CH:7][N:6]=1.O.NN. The catalyst is C(O)C.[Ni]. The product is [NH2:25][C:21]1[CH:20]=[C:19]([C@H:12]([N:2]([CH3:1])[C:3](=[O:11])[CH2:4][C:5]2[CH:10]=[CH:9][CH:8]=[CH:7][N:6]=2)[CH2:13][N:14]2[CH2:15][CH2:16][CH2:17][CH2:18]2)[CH:24]=[CH:23][CH:22]=1. The yield is 0.920. (4) The reactants are [C:1]1([C:33]2[CH:38]=[CH:37][CH:36]=[CH:35][CH:34]=2)[CH:6]=[CH:5][C:4]([CH2:7][CH2:8][NH:9][C:10]([C:12]2[CH:32]=[CH:31][C:15]([O:16][C:17]3[CH:26]=[C:25]4[C:20]([CH:21]([C:27]([OH:29])=[O:28])[CH2:22][CH2:23][O:24]4)=[CH:19][C:18]=3[Cl:30])=[CH:14][CH:13]=2)=[O:11])=[CH:3][CH:2]=1.C[O-].[Na+:41].CO. The catalyst is CO.C1COCC1. The product is [C:1]1([C:33]2[CH:34]=[CH:35][CH:36]=[CH:37][CH:38]=2)[CH:2]=[CH:3][C:4]([CH2:7][CH2:8][NH:9][C:10]([C:12]2[CH:13]=[CH:14][C:15]([O:16][C:17]3[CH:26]=[C:25]4[C:20]([CH:21]([C:27]([O-:29])=[O:28])[CH2:22][CH2:23][O:24]4)=[CH:19][C:18]=3[Cl:30])=[CH:31][CH:32]=2)=[O:11])=[CH:5][CH:6]=1.[Na+:41]. The yield is 1.02. (5) The reactants are [NH2:1][C@@H:2]([CH2:18][C:19]1[CH:24]=[CH:23][CH:22]=[CH:21][CH:20]=1)[C@@H:3]([C@H:5]1[CH2:9][C@@H:8]([OH:10])[CH2:7][N:6]1[C:11]([O:13][C:14]([CH3:17])([CH3:16])[CH3:15])=[O:12])[OH:4].[CH3:25][C:26]1[N:27]=[C:28]([C@H:31]2[CH2:35][CH2:34][CH2:33][N:32]2[C:36]([C:38]2[CH:39]=[C:40]([CH:44]=[C:45]([C:47]3[O:48][CH:49]=[CH:50][N:51]=3)[CH:46]=2)[C:41](O)=[O:42])=[O:37])[S:29][CH:30]=1.CCN=C=NCCCN(C)C.C1C=CC2N(O)N=NC=2C=1. The catalyst is C(Cl)Cl.O.C(N(CC)CC)C. The product is [OH:10][C@H:8]1[CH2:7][N:6]([C:11]([O:13][C:14]([CH3:16])([CH3:17])[CH3:15])=[O:12])[C@@H:5]([C@@H:3]([OH:4])[C@@H:2]([NH:1][C:41](=[O:42])[C:40]2[CH:44]=[C:45]([C:47]3[O:48][CH:49]=[CH:50][N:51]=3)[CH:46]=[C:38]([C:36]([N:32]3[CH2:33][CH2:34][CH2:35][C@@H:31]3[C:28]3[S:29][CH:30]=[C:26]([CH3:25])[N:27]=3)=[O:37])[CH:39]=2)[CH2:18][C:19]2[CH:20]=[CH:21][CH:22]=[CH:23][CH:24]=2)[CH2:9]1. The yield is 0.660. (6) The yield is 0.780. The product is [Cl:25][C:10]1[S:11][C:7]([C:1]2[CH:6]=[CH:5][CH:4]=[CH:3][CH:2]=2)=[C:27]([Cl:30])[C:9]=1[N:12]([S:18](=[O:21])(=[O:20])[NH2:19])[CH2:13][C:14]([O:16][CH3:17])=[O:15]. The reactants are [C:1]1([C:7]2[S:11][CH:10]=[C:9]([N:12]([S:18](=[O:21])(=[O:20])[NH2:19])[CH2:13][C:14]([O:16][CH3:17])=[O:15])C=2)[CH:6]=[CH:5][CH:4]=[CH:3][CH:2]=1.S(Cl)([Cl:25])(=O)=O.[CH:27]([Cl:30])(Cl)Cl. The catalyst is C(Cl)Cl. (7) The reactants are C(OC([N:8]([C:16]1[C:21]([C:22]2[N:23]=[N:24][N:25]([C:27]3[CH:32]=[CH:31][C:30]([NH2:33])=[CH:29][CH:28]=3)[CH:26]=2)=[N:20][C:19]([N:34]2[CH2:39][CH2:38][N:37]([S:40]([CH2:43][CH3:44])(=[O:42])=[O:41])[CH2:36][CH2:35]2)=[CH:18][N:17]=1)C(=O)OC(C)(C)C)=O)(C)(C)C.C(O)(C(F)(F)F)=O. The catalyst is C(Cl)Cl. The product is [NH2:33][C:30]1[CH:29]=[CH:28][C:27]([N:25]2[CH:26]=[C:22]([C:21]3[C:16]([NH2:8])=[N:17][CH:18]=[C:19]([N:34]4[CH2:39][CH2:38][N:37]([S:40]([CH2:43][CH3:44])(=[O:42])=[O:41])[CH2:36][CH2:35]4)[N:20]=3)[N:23]=[N:24]2)=[CH:32][CH:31]=1. The yield is 0.300. (8) The reactants are [Cl:1][C:2]1[N:10](CC=C)[C:9]2[C:8](=[O:14])[N:7]([CH3:15])[C:6](=[O:16])[NH:5][C:4]=2[N:3]=1.C([O-])([O-])=O.[Na+].[Na+].Br[CH2:24][CH2:25][CH2:26][C:27]#[N:28].N1CCOCC1.Cl. The catalyst is CN(C=O)C.C1C=CC([P]([Pd]([P](C2C=CC=CC=2)(C2C=CC=CC=2)C2C=CC=CC=2)([P](C2C=CC=CC=2)(C2C=CC=CC=2)C2C=CC=CC=2)[P](C2C=CC=CC=2)(C2C=CC=CC=2)C2C=CC=CC=2)(C2C=CC=CC=2)C2C=CC=CC=2)=CC=1.O.C(OCC)(=O)C. The product is [Cl:1][C:2]1[NH:10][C:9]2[C:8](=[O:14])[N:7]([CH3:15])[C:6](=[O:16])[N:5]([CH2:24][CH2:25][CH2:26][C:27]#[N:28])[C:4]=2[N:3]=1. The yield is 0.510. (9) The reactants are [Cl:1][C:2]1[CH:7]=[CH:6][C:5]([C:8]2[N:12]([C:13]3[CH:18]=[CH:17][C:16]([Cl:19])=[CH:15][C:14]=3[Cl:20])[N:11]=[C:10]([C:21](O)=O)[C:9]=2[CH3:24])=[CH:4][CH:3]=1.C(Cl)(=O)C(Cl)=O.Cl.[NH2:32][C:33]([CH3:38])([CH3:37])[C:34]([NH2:36])=[O:35].C(N(CC)CC)C.O=P(Cl)(Cl)Cl. The catalyst is C1(C)C=CC=CC=1.C1COCC1.ClCCl.O.CN(C=O)C. The product is [Cl:1][C:2]1[CH:7]=[CH:6][C:5]([C:8]2[N:12]([C:13]3[CH:18]=[CH:17][C:16]([Cl:19])=[CH:15][C:14]=3[Cl:20])[N:11]=[C:10]([C:21]3[NH:36][C:34](=[O:35])[C:33]([CH3:38])([CH3:37])[N:32]=3)[C:9]=2[CH3:24])=[CH:4][CH:3]=1. The yield is 0.530. (10) The reactants are [Br:1][C:2]1[N:7]=[C:6]([NH:8][CH2:9][C@H:10]2[CH2:15][CH2:14][C@H:13]([C:16]([N:18]3[CH2:23][CH2:22][N:21]([C:24](=[O:26])[CH3:25])[CH2:20][CH2:19]3)=[O:17])[CH2:12][CH2:11]2)[C:5]([N+:27]([O-])=O)=[CH:4][CH:3]=1. The catalyst is C1COCC1.O.[Ni]. The product is [NH2:27][C:5]1[C:6]([NH:8][CH2:9][C@H:10]2[CH2:15][CH2:14][C@H:13]([C:16]([N:18]3[CH2:23][CH2:22][N:21]([C:24](=[O:26])[CH3:25])[CH2:20][CH2:19]3)=[O:17])[CH2:12][CH2:11]2)=[N:7][C:2]([Br:1])=[CH:3][CH:4]=1. The yield is 0.790.